This data is from Catalyst prediction with 721,799 reactions and 888 catalyst types from USPTO. The task is: Predict which catalyst facilitates the given reaction. (1) Reactant: [Cl:1][C:2]1[N:7]=[C:6]2[CH:8]=[N:9][CH:10]=[CH:11][C:5]2=[N:4][C:3]=1[N:12]1[CH2:17][CH2:16][CH:15]([O:18][C:19]2[CH:26]=[CH:25][C:22]([C:23]#[N:24])=[CH:21][C:20]=2[F:27])[CH2:14][CH2:13]1.[CH2:28](Br)[C:29]1[CH:34]=[CH:33][CH:32]=[CH:31][CH:30]=1.C(O[BH-](OC(=O)C)OC(=O)C)(=O)C.[Na+]. Product: [CH2:28]([N:9]1[CH2:10][CH2:11][C:5]2[C:6](=[N:7][C:2]([Cl:1])=[C:3]([N:12]3[CH2:13][CH2:14][CH:15]([O:18][C:19]4[CH:26]=[CH:25][C:22]([C:23]#[N:24])=[CH:21][C:20]=4[F:27])[CH2:16][CH2:17]3)[N:4]=2)[CH2:8]1)[C:29]1[CH:34]=[CH:33][CH:32]=[CH:31][CH:30]=1. The catalyst class is: 10. (2) Reactant: Br.[C:2]1([NH:8][C:9]([C:11]2[N:12]=[C:13]3[CH:18]=[CH:17][C:16]([B:19]4[O:23]C(C)(C)C(C)(C)[O:20]4)=[CH:15][N:14]3[CH:28]=2)=[O:10])[CH:7]=[CH:6][CH:5]=[CH:4][CH:3]=1.[ClH:29].C1(B(O)O)C=CC=CC=1. Product: [ClH:29].[C:2]1([NH:8][C:9]([C:11]2[N:12]=[C:13]3[CH:18]=[CH:17][C:16]([B:19]([OH:23])[OH:20])=[CH:15][N:14]3[CH:28]=2)=[O:10])[CH:7]=[CH:6][CH:5]=[CH:4][CH:3]=1. The catalyst class is: 10. (3) Reactant: [C:1]12([CH2:15][CH:14](O)[C:13]3[C:8](=[CH:9][C:10]([OH:17])=[CH:11][CH:12]=3)[O:7]1)[CH2:6][CH2:5][CH2:4][CH2:3][CH2:2]2.[SiH](CC)(CC)CC.C(O)(C(F)(F)F)=O. Product: [C:1]12([CH2:15][CH2:14][C:13]3[C:8](=[CH:9][C:10]([OH:17])=[CH:11][CH:12]=3)[O:7]1)[CH2:6][CH2:5][CH2:4][CH2:3][CH2:2]2. The catalyst class is: 2.